From a dataset of Reaction yield outcomes from USPTO patents with 853,638 reactions. Predict the reaction yield, written as a fraction of the theoretical maximum amount of product (1.0 means a 100% yield; for example, 0.34 means a 34% yield). (1) The reactants are CC[N:3]([CH2:6][CH3:7])[CH2:4]C.[C:19]([O:18][C:16](O[C:16]([O:18][C:19]([CH3:22])([CH3:21])[CH3:20])=[O:17])=[O:17])([CH3:22])([CH3:21])[CH3:20].CC[OH:25]. No catalyst specified. The product is [C:19]([O:18][C:16]([N:3]1[CH2:4][CH:7]([OH:25])[CH2:6]1)=[O:17])([CH3:20])([CH3:21])[CH3:22]. The yield is 0.520. (2) The product is [ClH:2].[Cl:24][C:25]1[CH:31]=[CH:30][C:28]([NH:29][C:3]2[C:12]3[C:7](=[CH:8][C:9]([O:15][CH2:16][CH2:17][CH2:18][N:19]4[CH2:23][CH2:22][CH2:21][CH2:20]4)=[C:10]([O:13][CH3:14])[CH:11]=3)[N:6]=[N:5][CH:4]=2)=[C:27]([F:32])[CH:26]=1. The reactants are Cl.[Cl:2][C:3]1[C:12]2[C:7](=[CH:8][C:9]([O:15][CH2:16][CH2:17][CH2:18][N:19]3[CH2:23][CH2:22][CH2:21][CH2:20]3)=[C:10]([O:13][CH3:14])[CH:11]=2)[N:6]=[N:5][CH:4]=1.[Cl:24][C:25]1[CH:31]=[CH:30][C:28]([NH2:29])=[C:27]([F:32])[CH:26]=1.Cl. The yield is 0.660. The catalyst is CC(O)CCC. (3) The reactants are [C:1]([C:5]1[CH:6]=[C:7]([C:14]([OH:16])=O)[CH:8]=[C:9]([CH:13]=1)[C:10]([OH:12])=[O:11])([CH3:4])([CH3:3])[CH3:2].O=S(Cl)Cl.[CH3:21][NH:22][CH2:23][C:24]1[S:25][CH:26]=[C:27]([CH3:29])[N:28]=1.CCN(CC)CC. The catalyst is CCN(CC)CC.C(Cl)Cl. The product is [C:1]([C:5]1[CH:13]=[C:9]([CH:8]=[C:7]([C:14](=[O:16])[N:22]([CH3:21])[CH2:23][C:24]2[S:25][CH:26]=[C:27]([CH3:29])[N:28]=2)[CH:6]=1)[C:10]([OH:12])=[O:11])([CH3:2])([CH3:3])[CH3:4]. The yield is 0.390. (4) The reactants are Br[C:2]1[CH:3]=[N:4][CH:5]=[C:6]([N+:9]([O-:11])=[O:10])[C:7]=1[NH2:8].[CH3:12][N:13]1[CH2:18][CH2:17][NH:16][CH2:15][CH2:14]1. The catalyst is CCOC(C)=O.O. The product is [CH3:12][N:13]1[CH2:18][CH2:17][N:16]([C:2]2[CH:3]=[N:4][CH:5]=[C:6]([N+:9]([O-:11])=[O:10])[C:7]=2[NH2:8])[CH2:15][CH2:14]1. The yield is 0.567. (5) The product is [C:28]1([C:6]2[CH:5]=[C:4]([C:1]3([CH3:2])[O:36][CH2:34][CH2:35][O:3]3)[CH:9]=[CH:8][C:7]=2[NH:10][C:11]([C:13]2[N:14]([CH2:20][O:21][CH2:22][CH2:23][Si:24]([CH3:26])([CH3:27])[CH3:25])[CH:15]=[C:16]([C:18]#[N:19])[N:17]=2)=[O:12])[CH2:33][CH2:32][CH2:31][CH2:30][CH:29]=1. The reactants are [C:1]([C:4]1[CH:9]=[CH:8][C:7]([NH:10][C:11]([C:13]2[N:14]([CH2:20][O:21][CH2:22][CH2:23][Si:24]([CH3:27])([CH3:26])[CH3:25])[CH:15]=[C:16]([C:18]#[N:19])[N:17]=2)=[O:12])=[C:6]([C:28]2[CH2:33][CH2:32][CH2:31][CH2:30][CH:29]=2)[CH:5]=1)(=[O:3])[CH3:2].[CH:34](O)([OH:36])[CH3:35].C1(C)C=CC(S(O)(=O)=O)=CC=1. The yield is 0.680. The catalyst is C1C=CC=CC=1.CCOC(C)=O.